From a dataset of Catalyst prediction with 721,799 reactions and 888 catalyst types from USPTO. Predict which catalyst facilitates the given reaction. (1) Reactant: [NH:1]1[CH2:5][CH2:4][C@H:3]([OH:6])[CH2:2]1.C(N(CC)CC)C.[C:14](O[C:14]([O:16][C:17]([CH3:20])([CH3:19])[CH3:18])=[O:15])([O:16][C:17]([CH3:20])([CH3:19])[CH3:18])=[O:15]. Product: [OH:6][C@H:3]1[CH2:4][CH2:5][N:1]([C:14]([O:16][C:17]([CH3:20])([CH3:19])[CH3:18])=[O:15])[CH2:2]1. The catalyst class is: 4. (2) Reactant: Br[C:2]1[C:3]([C:10]2[CH:15]=[CH:14][C:13]([F:16])=[CH:12][CH:11]=2)=[N:4][N:5]([CH:7]2[CH2:9][CH2:8]2)[CH:6]=1.C1(N2C=CC(C3C=CC(F)=CC=3)=N2)CC1.CC1(C)C(C)(C)OB([C:40]2[CH:41]=[CH:42][C:43]3[N:44]([CH:46]=[C:47]([NH:49][C:50](=[O:52])[CH3:51])[N:48]=3)[N:45]=2)O1.[O-]P([O-])([O-])=O.[K+].[K+].[K+]. Product: [CH:7]1([N:5]2[CH:6]=[C:2]([C:40]3[CH:41]=[CH:42][C:43]4[N:44]([CH:46]=[C:47]([NH:49][C:50](=[O:52])[CH3:51])[N:48]=4)[N:45]=3)[C:3]([C:10]3[CH:15]=[CH:14][C:13]([F:16])=[CH:12][CH:11]=3)=[N:4]2)[CH2:9][CH2:8]1. The catalyst class is: 368. (3) Reactant: [CH2:1]([Mg]Cl)[C:2]1[CH:7]=[CH:6][CH:5]=[CH:4][CH:3]=1.CCOCC.[C:15](=[S:17])=[S:16].[C:18]([OH:25])(=[O:24])/[CH:19]=[CH:20]/[C:21]([OH:23])=[O:22]. Product: [C:2]1([CH2:1][C:15]([S:17][CH:20]([CH2:19][C:18]([OH:25])=[O:24])[C:21]([OH:23])=[O:22])=[S:16])[CH:7]=[CH:6][CH:5]=[CH:4][CH:3]=1. The catalyst class is: 7.